From a dataset of Forward reaction prediction with 1.9M reactions from USPTO patents (1976-2016). Predict the product of the given reaction. (1) Given the reactants [NH2:1][CH2:2][C@@H:3]1[O:7][C:6](=[O:8])[N:5]([CH2:9][C@@H:10]2[C@H:13]([NH:14][C:15](=[O:31])/[C:16](=[N:23]\[O:24][C:25]([CH3:30])([CH3:29])[C:26]([OH:28])=[O:27])/[C:17]3[N:18]=[C:19]([NH2:22])[S:20][CH:21]=3)[C:12](=[O:32])[N:11]2[S:33]([OH:36])(=[O:35])=[O:34])[CH2:4]1.Cl.[N:38]1([C:43](N)=[NH:44])C=CC=N1.CCN(C(C)C)C(C)C, predict the reaction product. The product is: [NH2:22][C:19]1[S:20][CH:21]=[C:17](/[C:16](=[N:23]/[O:24][C:25]([CH3:29])([CH3:30])[C:26]([OH:28])=[O:27])/[C:15]([NH:14][C@@H:13]2[C:12](=[O:32])[N:11]([S:33]([OH:36])(=[O:34])=[O:35])[C@@H:10]2[CH2:9][N:5]2[CH2:4][C@H:3]([CH2:2][NH:1][C:43]([NH2:44])=[NH:38])[O:7][C:6]2=[O:8])=[O:31])[N:18]=1. (2) Given the reactants [N:1]1[C:10]2[C:5](=[CH:6][C:7]([C:11](=[CH2:15])[CH2:12][CH2:13][OH:14])=[CH:8][CH:9]=2)[CH:4]=[CH:3][CH:2]=1, predict the reaction product. The product is: [N:1]1[C:10]2[C:5](=[CH:6][C:7]([CH:11]([CH3:15])[CH2:12][CH2:13][OH:14])=[CH:8][CH:9]=2)[CH:4]=[CH:3][CH:2]=1. (3) Given the reactants [S:1]1[CH:5]=[CH:4][CH:3]=[C:2]1[CH2:6][CH2:7][NH2:8].[C:9]([CH2:13][C:14](Cl)=[O:15])([CH3:12])([CH3:11])[CH3:10].C(O)C(N)(CO)CO, predict the reaction product. The product is: [CH3:10][C:9]([CH3:12])([CH3:11])[CH2:13][C:14]([NH:8][CH2:7][CH2:6][C:2]1[S:1][CH:5]=[CH:4][CH:3]=1)=[O:15]. (4) Given the reactants [NH2:1][C:2]1[CH:3]=[C:4]([N:16]2[C:20]3[CH:21]=[CH:22][C:23]([C:25]4[CH:26]=[N:27][N:28]([CH2:30][CH2:31][C:32]([CH3:35])([OH:34])[CH3:33])[CH:29]=4)=[CH:24][C:19]=3[N:18]=[CH:17]2)[CH:5]=[C:6]([C:8]2[CH:13]=[CH:12][C:11]([F:14])=[CH:10][C:9]=2[F:15])[CH:7]=1.[CH2:36]([S:38](Cl)(=[O:40])=[O:39])[CH3:37], predict the reaction product. The product is: [F:15][C:9]1[CH:10]=[C:11]([F:14])[CH:12]=[CH:13][C:8]=1[C:6]1[CH:5]=[C:4]([N:16]2[C:20]3[CH:21]=[CH:22][C:23]([C:25]4[CH:26]=[N:27][N:28]([CH2:30][CH2:31][C:32]([OH:34])([CH3:35])[CH3:33])[CH:29]=4)=[CH:24][C:19]=3[N:18]=[CH:17]2)[CH:3]=[C:2]([NH:1][S:38]([CH2:36][CH3:37])(=[O:40])=[O:39])[CH:7]=1. (5) Given the reactants C(OC([N:8]1[CH:13]2[CH2:14][CH2:15][CH:9]1[CH2:10][N:11]([C:16](=[O:18])[CH3:17])[CH2:12]2)=O)(C)(C)C.[ClH:19].O1CCOCC1, predict the reaction product. The product is: [ClH:19].[CH:13]12[NH:8][CH:9]([CH2:15][CH2:14]1)[CH2:10][N:11]([C:16](=[O:18])[CH3:17])[CH2:12]2.